From a dataset of Forward reaction prediction with 1.9M reactions from USPTO patents (1976-2016). Predict the product of the given reaction. (1) Given the reactants [Br:1][C:2]1[CH:7]=[CH:6][C:5]([O:8][CH3:9])=[CH:4][C:3]=1[CH3:10].C1C(=O)N([Br:18])C(=O)C1, predict the reaction product. The product is: [Br:1][C:2]1[CH:7]=[CH:6][C:5]([O:8][CH3:9])=[CH:4][C:3]=1[CH2:10][Br:18]. (2) The product is: [Br:19][C:17]1[CH:18]=[C:2]([NH:28][C:27]2[C:22]([CH2:20][CH3:21])=[N:23][CH:24]=[CH:25][CH:26]=2)[CH:3]=[C:4]([O:5][Si:6]([CH:13]([CH3:15])[CH3:14])([CH:10]([CH3:12])[CH3:11])[CH:7]([CH3:9])[CH3:8])[CH:16]=1. Given the reactants Br[C:2]1[CH:3]=[C:4]([CH:16]=[C:17]([Br:19])[CH:18]=1)[O:5][Si:6]([CH:13]([CH3:15])[CH3:14])([CH:10]([CH3:12])[CH3:11])[CH:7]([CH3:9])[CH3:8].[CH2:20]([C:22]1[C:27]([NH2:28])=[CH:26][CH:25]=[CH:24][N:23]=1)[CH3:21], predict the reaction product.